This data is from Reaction yield outcomes from USPTO patents with 853,638 reactions. The task is: Predict the reaction yield, written as a fraction of the theoretical maximum amount of product (1.0 means a 100% yield; for example, 0.34 means a 34% yield). (1) The reactants are [CH3:1][N:2]1[C:7]2=[N:8][C:9]([C:14]([O:16]CC)=O)=[C:10]([OH:13])[C:11](=[O:12])[N:6]2[CH2:5][C:4](=[O:19])[N:3]1[CH3:20].[Cl:21][C:22]1[CH:23]=[C:24]([CH:27]=[CH:28][C:29]=1[F:30])[CH2:25][NH2:26]. No catalyst specified. The product is [Cl:21][C:22]1[CH:23]=[C:24]([CH:27]=[CH:28][C:29]=1[F:30])[CH2:25][NH:26][C:14]([C:9]1[N:8]=[C:7]2[N:6]([C:11](=[O:12])[C:10]=1[OH:13])[CH2:5][C:4](=[O:19])[N:3]([CH3:20])[N:2]2[CH3:1])=[O:16]. The yield is 0.530. (2) The reactants are [CH3:1][O:2][C:3]([C:5]12[CH2:14][CH:9]3[CH2:10][CH:11]([CH2:13][CH:7]([C:8]3=O)[CH2:6]1)[CH2:12]2)=[O:4].C([O-])=O.[NH4+:19]. The catalyst is CO.[Pd]. The product is [CH3:1][O:2][C:3]([C:5]12[CH2:14][CH:9]3[CH2:10][CH:11]([CH2:13][CH:7]([CH:8]3[NH2:19])[CH2:6]1)[CH2:12]2)=[O:4]. The yield is 0.770. (3) The reactants are [CH2:1]([N:3]([CH2:36][CH3:37])[CH2:4][CH2:5][CH2:6][NH:7][C:8]1[N:9]=[C:10]([C:27]2[CH:28]=[C:29]([CH:33]=[CH:34][CH:35]=2)[C:30]([OH:32])=O)[C:11]2[CH:17]=[CH:16][C:15](=[O:18])[N:14]([C:19]3[C:24]([F:25])=[CH:23][CH:22]=[CH:21][C:20]=3[F:26])[C:12]=2[N:13]=1)[CH3:2].CN(C(O[N:46]1N=N[C:48]2[CH:49]=CC=C[C:47]1=2)=[N+](C)C)C.F[P-](F)(F)(F)(F)F.C(N(CC)CC)C.C(N)CC. The catalyst is CN(C=O)C. The product is [CH2:1]([N:3]([CH2:36][CH3:37])[CH2:4][CH2:5][CH2:6][NH:7][C:8]1[N:9]=[C:10]([C:27]2[CH:28]=[C:29]([CH:33]=[CH:34][CH:35]=2)[C:30]([NH:46][CH2:47][CH2:48][CH3:49])=[O:32])[C:11]2[CH:17]=[CH:16][C:15](=[O:18])[N:14]([C:19]3[C:20]([F:26])=[CH:21][CH:22]=[CH:23][C:24]=3[F:25])[C:12]=2[N:13]=1)[CH3:2]. The yield is 0.630. (4) The reactants are [CH3:1][C:2]([CH3:19])([O:4][C:5]([N:7]1[CH2:12][CH2:11][N:10]([CH:13]2[CH2:18][CH2:17][NH:16][CH2:15][CH2:14]2)[CH2:9][CH2:8]1)=[O:6])[CH3:3].[C:20]1(=O)[CH2:25][CH2:24][CH2:23][CH2:22][CH2:21]1. No catalyst specified. The product is [CH3:3][C:2]([CH3:19])([O:4][C:5]([N:7]1[CH2:12][CH2:11][N:10]([CH:13]2[CH2:14][CH2:15][N:16]([CH:20]3[CH2:25][CH2:24][CH2:23][CH2:22][CH2:21]3)[CH2:17][CH2:18]2)[CH2:9][CH2:8]1)=[O:6])[CH3:1]. The yield is 0.990. (5) The catalyst is CN(C=O)C.C(OCC)(=O)C. The product is [C:16]([O:20][C:21]([N:23]1[CH2:27][CH2:26][CH2:25][CH:24]1[C:28](=[O:29])[NH:15][C:11]1[CH:10]=[C:9]([C:6]2[CH:5]=[CH:4][C:3]([Cl:2])=[CH:8][CH:7]=2)[CH:14]=[CH:13][CH:12]=1)=[O:22])([CH3:19])([CH3:18])[CH3:17]. The reactants are Cl.[Cl:2][C:3]1[CH:8]=[CH:7][C:6]([C:9]2[CH:14]=[CH:13][CH:12]=[C:11]([NH2:15])[CH:10]=2)=[CH:5][CH:4]=1.[C:16]([O:20][C:21]([N:23]1[CH2:27][CH2:26][CH2:25][CH:24]1[C:28](O)=[O:29])=[O:22])([CH3:19])([CH3:18])[CH3:17].CN(C(ON1N=NC2C=CC=NC1=2)=[N+](C)C)C.F[P-](F)(F)(F)(F)F.CCN(C(C)C)C(C)C. The yield is 0.990. (6) The reactants are [CH2:1]([N:8]1[CH:13]([CH3:14])[CH2:12][O:11][C@@H:10]([CH2:15][OH:16])[C:9]1=O)[C:2]1[CH:7]=[CH:6][CH:5]=[CH:4][CH:3]=1.[H-].[Al+3].[Li+].[H-].[H-].[H-]. The catalyst is C1COCC1. The product is [CH2:1]([N:8]1[CH:13]([CH3:14])[CH2:12][O:11][C@H:10]([CH2:15][OH:16])[CH2:9]1)[C:2]1[CH:3]=[CH:4][CH:5]=[CH:6][CH:7]=1. The yield is 0.480.